This data is from Forward reaction prediction with 1.9M reactions from USPTO patents (1976-2016). The task is: Predict the product of the given reaction. (1) Given the reactants Cl[C:2]1[CH:7]=[C:6]([Cl:8])[N:5]=[CH:4][N:3]=1.[F:9][C:10]([F:19])([F:18])[C:11]1[CH:12]=[C:13]([CH:15]=[CH:16][CH:17]=1)[NH2:14].C(N(CC)C(C)C)(C)C, predict the reaction product. The product is: [Cl:8][C:6]1[N:5]=[CH:4][N:3]=[C:2]([NH:14][C:13]2[CH:15]=[CH:16][CH:17]=[C:11]([C:10]([F:9])([F:18])[F:19])[CH:12]=2)[CH:7]=1. (2) Given the reactants [C:1]([C:3]1[CH:8]=[CH:7][C:6]([NH:9][C:10]([N:12]2[CH2:16][CH:15]([CH2:17][C:18]([CH3:21])([CH3:20])[CH3:19])[C:14]([C:24]3[CH:29]=[CH:28][C:27]([Cl:30])=[CH:26][C:25]=3[F:31])([C:22]#[N:23])[CH:13]2[C:32]2[CH:37]=[CH:36][CH:35]=[C:34]([Cl:38])[C:33]=2[F:39])=[O:11])=[CH:5][CH:4]=1)#[N:2].C([O-])([O-])=[O:41].[K+].[K+].OO, predict the reaction product. The product is: [C:1]([C:3]1[CH:4]=[CH:5][C:6]([NH:9][C:10]([N:12]2[CH2:16][CH:15]([CH2:17][C:18]([CH3:21])([CH3:20])[CH3:19])[C:14]([C:24]3[CH:29]=[CH:28][C:27]([Cl:30])=[CH:26][C:25]=3[F:31])([C:22]#[N:23])[CH:13]2[C:32]2[CH:37]=[CH:36][CH:35]=[C:34]([Cl:38])[C:33]=2[F:39])=[O:11])=[CH:7][CH:8]=1)(=[O:41])[NH2:2]. (3) Given the reactants [F:1][C:2]1[C:3]([C:9]#[N:10])=[N:4][CH:5]=[C:6](F)[CH:7]=1.[F:11][C:12]1[CH:17]=[CH:16][CH:15]=[C:14]([C:18]([F:21])([F:20])[F:19])[C:13]=1[NH2:22].O, predict the reaction product. The product is: [F:1][C:2]1[C:3]([C:9]#[N:10])=[N:4][CH:5]=[C:6]([NH:22][C:13]2[C:14]([C:18]([F:19])([F:20])[F:21])=[CH:15][CH:16]=[CH:17][C:12]=2[F:11])[CH:7]=1. (4) Given the reactants [CH3:1][N:2]1[CH2:10][C:9]2[C:4](=[C:5]([N+:20]([O-:22])=[O:21])[CH:6]=[CH:7][C:8]=2B2OC(C)(C)C(C)(C)O2)[C:3]1=[O:23].FC(F)(F)S(O[C:30]1[CH2:35][CH2:34][CH:33]([C:36]([O:38][CH2:39][CH3:40])=[O:37])[CH2:32][CH:31]=1)(=O)=O.C(=O)([O-])[O-].[K+].[K+].ClCCl.O1CCOCC1.O, predict the reaction product. The product is: [CH3:1][N:2]1[CH2:10][C:9]2[C:4](=[C:5]([N+:20]([O-:22])=[O:21])[CH:6]=[CH:7][C:8]=2[C:30]2[CH2:35][CH2:34][CH:33]([C:36]([O:38][CH2:39][CH3:40])=[O:37])[CH2:32][CH:31]=2)[C:3]1=[O:23]. (5) The product is: [N:31]1[C:32]2[C:27](=[CH:26][CH:25]=[CH:24][C:23]=2[N:20]2[CH2:19][CH2:18][N:17]([CH2:16][CH2:15][C:12]3[CH:11]=[CH:10][C:9]([OH:8])=[CH:14][CH:13]=3)[CH2:22][CH2:21]2)[CH:28]=[CH:29][CH:30]=1. Given the reactants C1(C[O:8][C:9]2[CH:14]=[CH:13][C:12]([CH2:15][CH2:16][N:17]3[CH2:22][CH2:21][N:20]([C:23]4[CH:24]=[CH:25][CH:26]=[C:27]5[C:32]=4[N:31]=[CH:30][CH:29]=[CH:28]5)[CH2:19][CH2:18]3)=[CH:11][CH:10]=2)C=CC=CC=1.B(Br)(Br)Br, predict the reaction product. (6) Given the reactants [CH2:1]([O:8][C:9]([NH:11][CH2:12][C@H:13]([OH:31])[CH2:14][C@H:15]([NH:23][C:24]([O:26][C:27]([CH3:30])([CH3:29])[CH3:28])=[O:25])[C:16]([O:18]C(C)(C)C)=O)=[O:10])[C:2]1[CH:7]=[CH:6][CH:5]=[CH:4][CH:3]=1.C(OC(OC(C)(C)C)=O)(OC(C)(C)C)=O.C(N(CC)CC)C, predict the reaction product. The product is: [CH2:1]([O:8][C:9](=[O:10])[NH:11][CH2:12][C@H:13]1[CH2:14][C@H:15]([NH:23][C:24]([O:26][C:27]([CH3:28])([CH3:29])[CH3:30])=[O:25])[C:16](=[O:18])[O:31]1)[C:2]1[CH:3]=[CH:4][CH:5]=[CH:6][CH:7]=1. (7) Given the reactants [NH:1]1[CH2:8][CH2:7][CH2:6][C@H:2]1[C:3]([OH:5])=[O:4].[OH2:9].C1(C)C=CC(S(O)(=O)=O)=CC=1.[CH2:21]([O:28][CH2:29][CH2:30][CH2:31][OH:32])[C:22]1[CH:27]=[CH:26][CH:25]=[CH:24][CH:23]=1.[OH2:33], predict the reaction product. The product is: [C:2]([OH:33])(=[O:9])[C:3]([OH:5])=[O:4].[CH2:21]([O:28][CH2:29][CH2:30][CH2:31][O:32][C:3](=[O:4])[C@@H:2]1[CH2:6][CH2:7][CH2:8][NH:1]1)[C:22]1[CH:27]=[CH:26][CH:25]=[CH:24][CH:23]=1.